Dataset: hERG Central: cardiac toxicity at 1µM, 10µM, and general inhibition. Task: Predict hERG channel inhibition at various concentrations. (1) The compound is Cc1ccc(OCC(=O)Nc2cc(S(=O)(=O)N3CCCCC3)ccc2N2CCN(C)CC2)c(C)c1. Results: hERG_inhib (hERG inhibition (general)): blocker. (2) The drug is O=C(CN(C1CCCCC1)S(=O)(=O)c1ccccc1)N1CCCC1. Results: hERG_inhib (hERG inhibition (general)): blocker. (3) The compound is COc1ccc(CNCC(O)(c2ccccc2)c2ccccc2)cc1OC. Results: hERG_inhib (hERG inhibition (general)): blocker.